Dataset: Forward reaction prediction with 1.9M reactions from USPTO patents (1976-2016). Task: Predict the product of the given reaction. (1) Given the reactants [CH3:1][C:2]1[N:3]=[C:4]([NH:7][C:8]([C:10]2[C:15]([NH:16][C:17]3[CH:18]=[N:19][CH:20]=[CH:21][CH:22]=3)=[CH:14][CH:13]=[C:12]([CH3:23])[N:11]=2)=[O:9])[S:5][CH:6]=1.Br[C:25]1C=C(C=C[CH:32]=1)C#N, predict the reaction product. The product is: [CH3:1][C:2]1[N:3]=[C:4]([NH:7][C:8]([C:10]2[C:15]([NH:16][C:17]3[CH:18]=[CH:32][CH:25]=[C:21]([C:20]#[N:19])[CH:22]=3)=[CH:14][CH:13]=[C:12]([CH3:23])[N:11]=2)=[O:9])[S:5][CH:6]=1. (2) The product is: [OH:18][CH2:19][C:20]1[CH:21]=[C:22]([C:25]([CH3:29])([CH3:28])[C:26]#[N:27])[S:23][CH:24]=1. Given the reactants [Si]([O:18][CH2:19][C:20]1[CH:21]=[C:22]([C:25]([CH3:29])([CH3:28])[C:26]#[N:27])[S:23][CH:24]=1)(C(C)(C)C)(C1C=CC=CC=1)C1C=CC=CC=1.[F-].C([N+](CCCC)(CCCC)CCCC)CCC, predict the reaction product. (3) Given the reactants Cl.[Cl:2][C:3]1[CH:4]=[C:5]([N:9]2[C:13]([CH2:14][NH2:15])=[CH:12][C:11]([C:16]([F:19])([F:18])[F:17])=[N:10]2)[CH:6]=[CH:7][CH:8]=1.[F:20][C:21]1[CH:22]=[C:23]([NH:30][C:31](=O)[O:32]C2C=CC=CC=2)[CH:24]=[CH:25][C:26]=1[CH2:27][CH2:28][OH:29], predict the reaction product. The product is: [Cl:2][C:3]1[CH:4]=[C:5]([N:9]2[C:13]([CH2:14][NH:15][C:31]([NH:30][C:23]3[CH:24]=[CH:25][C:26]([CH2:27][CH2:28][OH:29])=[C:21]([F:20])[CH:22]=3)=[O:32])=[CH:12][C:11]([C:16]([F:17])([F:18])[F:19])=[N:10]2)[CH:6]=[CH:7][CH:8]=1. (4) Given the reactants [C:1]([O:5][C:6](=[O:22])[NH:7][C:8]1[CH:9]=[C:10]([C:14]2[CH:19]=[CH:18][C:17]([C:20]#[N:21])=[CH:16][CH:15]=2)[CH:11]=[CH:12][CH:13]=1)([CH3:4])([CH3:3])[CH3:2], predict the reaction product. The product is: [C:1]([O:5][C:6](=[O:22])[NH:7][C:8]1[CH:9]=[C:10]([C:14]2[CH:15]=[CH:16][C:17]([CH2:20][NH2:21])=[CH:18][CH:19]=2)[CH:11]=[CH:12][CH:13]=1)([CH3:4])([CH3:2])[CH3:3]. (5) Given the reactants [C:1](=[O:4])([O-])[O-:2].[K+].[K+].[CH3:7][O:8][C:9]1[CH:14]=[CH:13][CH:12]=[CH:11][C:10]=1[N:15]1[CH2:20][CH2:19][CH:18]([CH2:21][NH2:22])[CH2:17][CH2:16]1.[C:23]([OH:30])(=[O:29])/[CH:24]=[CH:25]/[C:26]([OH:28])=[O:27], predict the reaction product. The product is: [OH2:2].[C:23]([OH:30])(=[O:29])/[CH:24]=[CH:25]/[C:26]([OH:28])=[O:27].[O:28]1[C:26]2[C:25]3[CH:24]=[CH:23][O:30][C:10]=3[CH:9]=[CH:14][C:1]=2[O:4][CH2:11][C@@H:12]1[CH2:13][NH:22][CH2:21][CH:18]1[CH2:19][CH2:20][N:15]([C:10]2[CH:11]=[CH:12][CH:13]=[CH:14][C:9]=2[O:8][CH3:7])[CH2:16][CH2:17]1. (6) Given the reactants [C:1]1([NH2:11])[C:10]2[C:5](=[CH:6][CH:7]=[CH:8][CH:9]=2)[CH:4]=[CH:3][CH:2]=1.[N+:12]([C:15]1[CH:20]=[CH:19][C:18]([S:21](Cl)(=[O:23])=[O:22])=[CH:17][CH:16]=1)([O-:14])=[O:13].Cl, predict the reaction product. The product is: [C:1]1([NH:11][S:21]([C:18]2[CH:17]=[CH:16][C:15]([N+:12]([O-:14])=[O:13])=[CH:20][CH:19]=2)(=[O:22])=[O:23])[C:10]2[C:5](=[CH:6][CH:7]=[CH:8][CH:9]=2)[CH:4]=[CH:3][CH:2]=1. (7) The product is: [F:1][C:2]1[CH:3]=[CH:4][C:5]([CH:8]([OH:12])[C:9]([O:11][CH2:18][CH3:19])=[O:10])=[CH:6][CH:7]=1. Given the reactants [F:1][C:2]1[CH:7]=[CH:6][C:5]([CH:8]([OH:12])[C:9]([OH:11])=[O:10])=[CH:4][CH:3]=1.OS(O)(=O)=O.[CH2:18](O)[CH3:19], predict the reaction product. (8) The product is: [CH2:45]([N:44]([CH2:43][CH:39]1[CH2:40][CH2:41][CH2:42][O:38]1)[C:15]1[C:16]2[CH2:22][N:21]([C:23]([O:25][C:26]([CH3:29])([CH3:27])[CH3:28])=[O:24])[CH2:20][CH2:19][C:17]=2[N:18]=[C:13]([NH:12][C:9]2[CH:10]=[CH:11][C:6]([C:5]3[O:1][CH:2]=[N:3][CH:4]=3)=[CH:7][CH:8]=2)[N:14]=1)[CH3:46]. Given the reactants [O:1]1[C:5]([C:6]2[CH:11]=[CH:10][C:9]([NH:12][C:13]3[N:14]=[C:15](OS(C(F)(F)F)(=O)=O)[C:16]4[CH2:22][N:21]([C:23]([O:25][C:26]([CH3:29])([CH3:28])[CH3:27])=[O:24])[CH2:20][CH2:19][C:17]=4[N:18]=3)=[CH:8][CH:7]=2)=[CH:4][N:3]=[CH:2]1.[O:38]1[CH2:42][CH2:41][CH2:40][CH:39]1[CH2:43][NH:44][CH2:45][CH3:46], predict the reaction product.